Dataset: NCI-60 drug combinations with 297,098 pairs across 59 cell lines. Task: Regression. Given two drug SMILES strings and cell line genomic features, predict the synergy score measuring deviation from expected non-interaction effect. (1) Drug 1: CN(C)C1=NC(=NC(=N1)N(C)C)N(C)C. Drug 2: C1=NC2=C(N1)C(=S)N=CN2. Cell line: HCC-2998. Synergy scores: CSS=-1.54, Synergy_ZIP=-8.58, Synergy_Bliss=-11.6, Synergy_Loewe=-44.1, Synergy_HSA=-15.4. (2) Cell line: CAKI-1. Drug 2: CC1=C(C(CCC1)(C)C)C=CC(=CC=CC(=CC(=O)O)C)C. Drug 1: COC1=CC(=CC(=C1O)OC)C2C3C(COC3=O)C(C4=CC5=C(C=C24)OCO5)OC6C(C(C7C(O6)COC(O7)C8=CC=CS8)O)O. Synergy scores: CSS=53.5, Synergy_ZIP=-5.03, Synergy_Bliss=-1.88, Synergy_Loewe=0.464, Synergy_HSA=5.06. (3) Drug 1: C1CCN(CC1)CCOC2=CC=C(C=C2)C(=O)C3=C(SC4=C3C=CC(=C4)O)C5=CC=C(C=C5)O. Drug 2: CC(C)CN1C=NC2=C1C3=CC=CC=C3N=C2N. Cell line: OVCAR3. Synergy scores: CSS=3.02, Synergy_ZIP=-0.237, Synergy_Bliss=-2.14, Synergy_Loewe=-2.85, Synergy_HSA=-3.47. (4) Drug 1: CC=C1C(=O)NC(C(=O)OC2CC(=O)NC(C(=O)NC(CSSCCC=C2)C(=O)N1)C(C)C)C(C)C. Drug 2: C(CN)CNCCSP(=O)(O)O. Cell line: SF-539. Synergy scores: CSS=66.0, Synergy_ZIP=1.86, Synergy_Bliss=-1.32, Synergy_Loewe=-57.3, Synergy_HSA=-1.91. (5) Drug 1: CCCS(=O)(=O)NC1=C(C(=C(C=C1)F)C(=O)C2=CNC3=C2C=C(C=N3)C4=CC=C(C=C4)Cl)F. Drug 2: CC12CCC(CC1=CCC3C2CCC4(C3CC=C4C5=CN=CC=C5)C)O. Cell line: SN12C. Synergy scores: CSS=-1.53, Synergy_ZIP=6.85, Synergy_Bliss=-1.42, Synergy_Loewe=-3.80, Synergy_HSA=-3.49. (6) Synergy scores: CSS=5.09, Synergy_ZIP=-8.12, Synergy_Bliss=-3.68, Synergy_Loewe=-25.6, Synergy_HSA=-4.31. Drug 2: CNC(=O)C1=NC=CC(=C1)OC2=CC=C(C=C2)NC(=O)NC3=CC(=C(C=C3)Cl)C(F)(F)F. Drug 1: CN(C)C1=NC(=NC(=N1)N(C)C)N(C)C. Cell line: SK-OV-3.